This data is from Forward reaction prediction with 1.9M reactions from USPTO patents (1976-2016). The task is: Predict the product of the given reaction. Given the reactants [C:1]([N:8]1[CH:12]=[CH:11][N:10]=[CH:9]1)([N:3]1[CH:7]=[CH:6]N=[CH:4]1)=[S:2].[C:13]1([C:19]2([C:25]3[CH:30]=[CH:29][CH:28]=[CH:27][CH:26]=3)CCNC[CH2:20]2)[CH:18]=[CH:17][CH:16]=[CH:15][CH:14]=1.C1CCN2C(=NCCC2)CC1.C(OCC)(=O)C, predict the reaction product. The product is: [N:8]1([C:1]([N:3]2[CH2:4][CH2:20][C:19]([C:13]3[CH:18]=[CH:17][CH:16]=[CH:15][CH:14]=3)([C:25]3[CH:30]=[CH:29][CH:28]=[CH:27][CH:26]=3)[CH2:6][CH2:7]2)=[S:2])[CH:12]=[CH:11][N:10]=[CH:9]1.